Dataset: Reaction yield outcomes from USPTO patents with 853,638 reactions. Task: Predict the reaction yield, written as a fraction of the theoretical maximum amount of product (1.0 means a 100% yield; for example, 0.34 means a 34% yield). (1) The reactants are [NH2:1][CH2:2][CH:3]([CH3:7])[C:4](O)=[O:5].[OH-].[Na+].[CH3:10][O:11][C:12]1[CH:20]=[CH:19][C:15]([C:16](Cl)=O)=[CH:14][CH:13]=1.Cl. The catalyst is O1CCCC1. The product is [CH3:10][O:11][C:12]1[CH:20]=[CH:19][C:15]([CH2:16][NH:1][CH2:2][CH:3]([CH3:7])[CH2:4][OH:5])=[CH:14][CH:13]=1. The yield is 0.820. (2) The reactants are [C:1]([O:5][C:6]([NH:8][C:9]1([CH3:17])[C:13]2([CH2:15][CH2:14]2)[C:12](=[O:16])[NH:11][CH2:10]1)=[O:7])([CH3:4])([CH3:3])[CH3:2].[H-].[Na+].[CH2:20](Br)[C:21]1[CH:26]=[CH:25][CH:24]=[CH:23][CH:22]=1.CCCCCC. The catalyst is CN(C)C=O.C(OCC)(=O)C. The product is [CH2:20]([N:11]1[CH2:10][C:9]([NH:8][C:6]([O:5][C:1]([CH3:4])([CH3:2])[CH3:3])=[O:7])([CH3:17])[C:13]2([CH2:14][CH2:15]2)[C:12]1=[O:16])[C:21]1[CH:26]=[CH:25][CH:24]=[CH:23][CH:22]=1. The yield is 0.892. (3) The reactants are [CH3:1][C:2]1[CH:7]=[CH:6][C:5]([S:8]([O:11][CH2:12][CH:13]2[CH2:17][C:16]3[C:18](Br)=[CH:19][CH:20]=[CH:21][C:15]=3[O:14]2)(=[O:10])=[O:9])=[CH:4][CH:3]=1.[CH3:23][C:24]1[CH:29]=[CH:28][CH:27]=[CH:26][C:25]=1B(O)O.C(=O)([O-])[O-].[K+].[K+].CC1C=CC(S(OCC2CC3C(C4C=CC=CC=4)=CC=CC=3O2)(=O)=O)=CC=1. The catalyst is CC1C=CC=CC=1[P](C1C=CC=CC=1C)([Pd](Cl)(Cl)[P](C1=C(C)C=CC=C1)(C1C=CC=CC=1C)C1C=CC=CC=1C)C1C=CC=CC=1C. The product is [CH3:1][C:2]1[CH:7]=[CH:6][C:5]([S:8]([O:11][CH2:12][CH:13]2[CH2:17][C:16]3[C:18]([C:25]4[CH:26]=[CH:27][CH:28]=[CH:29][C:24]=4[CH3:23])=[CH:19][CH:20]=[CH:21][C:15]=3[O:14]2)(=[O:10])=[O:9])=[CH:4][CH:3]=1. The yield is 0.690. (4) The reactants are [C:1]([O:5][C:6]([C:8]1([C:24](=[O:38])[NH:25][C:26]2[C:35]3[C:30](=[CH:31][CH:32]=[C:33]([O:36][CH3:37])[N:34]=3)[N:29]=[CH:28][CH:27]=2)[CH2:13][CH2:12][N:11](C(OCC2C=CC=CC=2)=O)[CH2:10][CH2:9]1)=[O:7])([CH3:4])([CH3:3])[CH3:2].[H][H]. The catalyst is C(O)C.[Pd]. The product is [C:1]([O:5][C:6]([C:8]1([C:24](=[O:38])[NH:25][C:26]2[C:35]3[C:30](=[CH:31][CH:32]=[C:33]([O:36][CH3:37])[N:34]=3)[N:29]=[CH:28][CH:27]=2)[CH2:9][CH2:10][NH:11][CH2:12][CH2:13]1)=[O:7])([CH3:4])([CH3:3])[CH3:2]. The yield is 1.00. (5) The reactants are [Br:1][C:2]1[CH:10]=[C:9]2[C:5]([C:6]([CH2:20][NH:21][CH3:22])=[CH:7][N:8]2[S:11]([C:14]2[CH:15]=[N:16][CH:17]=[CH:18][CH:19]=2)(=[O:13])=[O:12])=[CH:4][CH:3]=1.C(N(CC)CC)C.[C:38](O[C:38]([O:40][C:41]([CH3:44])([CH3:43])[CH3:42])=[O:39])([O:40][C:41]([CH3:44])([CH3:43])[CH3:42])=[O:39].O. The catalyst is ClCCl. The product is [Br:1][C:2]1[CH:10]=[C:9]2[C:5]([C:6]([CH2:20][N:21]([CH3:22])[C:38](=[O:39])[O:40][C:41]([CH3:42])([CH3:43])[CH3:44])=[CH:7][N:8]2[S:11]([C:14]2[CH:15]=[N:16][CH:17]=[CH:18][CH:19]=2)(=[O:12])=[O:13])=[CH:4][CH:3]=1. The yield is 0.840. (6) The reactants are P(Cl)(Cl)(Cl)=O.[Cl:6][C:7]1[N:12]=[C:11]([N:13]([CH2:15][CH:16]2[CH2:18][CH2:17]2)[CH3:14])[CH:10]=[N:9][CH:8]=1.O.CN([CH:23]=[O:24])C. No catalyst specified. The product is [Cl:6][C:7]1[C:8]([CH:23]=[O:24])=[N:9][CH:10]=[C:11]([N:13]([CH2:15][CH:16]2[CH2:18][CH2:17]2)[CH3:14])[N:12]=1. The yield is 0.710. (7) The reactants are C1(P(=O)(C2C=CC=CC=2)C2C=CC=CC=2)C=CC=CC=1.FC(F)(F)S(OS(C(F)(F)F)(=O)=O)(=O)=O.C([S:43][C:44]([CH3:82])([CH2:59][NH:60][C:61]([C:63]1[NH:64][C:65]2[C:70]([CH:71]=1)=[CH:69][CH:68]=[CH:67][C:66]=2[N:72]([CH3:81])[S:73]([C:76]1[S:77][CH:78]=[CH:79][CH:80]=1)(=[O:75])=[O:74])=O)[CH2:45][N:46]1[CH2:51][CH2:50][N:49](C(OC(C)(C)C)=O)[CH2:48][CH2:47]1)C1C=CC=CC=1.CSC.C(=O)([O-])O.[Na+]. The catalyst is C(#N)C. The product is [CH3:81][N:72]([C:66]1[CH:67]=[CH:68][CH:69]=[C:70]2[C:65]=1[NH:64][C:63]([C:61]1[S:43][C:44]([CH3:82])([CH2:45][N:46]3[CH2:51][CH2:50][NH:49][CH2:48][CH2:47]3)[CH2:59][N:60]=1)=[CH:71]2)[S:73]([C:76]1[S:77][CH:78]=[CH:79][CH:80]=1)(=[O:75])=[O:74]. The yield is 0.450.